The task is: Predict the reactants needed to synthesize the given product.. This data is from Full USPTO retrosynthesis dataset with 1.9M reactions from patents (1976-2016). (1) The reactants are: [Br:1][C:2]1[CH:6]=[CH:5][NH:4][N:3]=1.Cl[C:8]1[C:13]([Cl:14])=[CH:12][CH:11]=[CH:10][N:9]=1.C(=O)([O-])[O-].[Cs+].[Cs+].CN(C)C=O. Given the product [Br:1][C:2]1[CH:6]=[CH:5][N:4]([C:8]2[C:13]([Cl:14])=[CH:12][CH:11]=[CH:10][N:9]=2)[N:3]=1, predict the reactants needed to synthesize it. (2) Given the product [CH2:25]([N:32]1[CH2:33][CH2:34][N:35]([C:38]([O:40][C:41]([CH3:44])([CH3:43])[CH3:42])=[O:39])[CH2:36][C@H:37]1[CH2:20][Br:24])[C:26]1[CH:27]=[CH:28][CH:29]=[CH:30][CH:31]=1, predict the reactants needed to synthesize it. The reactants are: C1(P(C2C=CC=CC=2)C2C=CC=CC=2)C=CC=CC=1.[C:20]([Br:24])(Br)(Br)Br.[CH2:25]([N:32]1[CH2:37][CH2:36][N:35]([C:38]([O:40][C:41]([CH3:44])([CH3:43])[CH3:42])=[O:39])[CH2:34][C@H:33]1CO)[C:26]1[CH:31]=[CH:30][CH:29]=[CH:28][CH:27]=1. (3) Given the product [CH2:1]([O:8][C:9]1[C:34]([F:35])=[CH:33][C:32]([I:41])=[CH:31][C:10]=1[CH2:11][C@@H:12]([C:21]([O:23][CH2:24][C:25]1[CH:30]=[CH:29][CH:28]=[CH:27][CH:26]=1)=[O:22])[NH:13][C:14]([O:16][C:17]([CH3:20])([CH3:19])[CH3:18])=[O:15])[C:2]1[CH:3]=[CH:4][CH:5]=[CH:6][CH:7]=1, predict the reactants needed to synthesize it. The reactants are: [CH2:1]([O:8][C:9]1[C:34]([F:35])=[CH:33][CH:32]=[CH:31][C:10]=1[CH2:11][C@@H:12]([C:21]([O:23][CH2:24][C:25]1[CH:30]=[CH:29][CH:28]=[CH:27][CH:26]=1)=[O:22])[NH:13][C:14]([O:16][C:17]([CH3:20])([CH3:19])[CH3:18])=[O:15])[C:2]1[CH:7]=[CH:6][CH:5]=[CH:4][CH:3]=1.C(=O)(O)[O-].[Na+].[I:41]Cl.S(=O)(O)[O-].[Na+]. (4) Given the product [CH:1]1([S:4]([C:7]2[CH:12]=[CH:11][C:10]([CH:13]([C:21]3[NH:22][C:23]([C:26]4[CH:31]=[CH:30][CH:29]=[CH:28][N:27]=4)=[C:24]([F:33])[N:25]=3)[CH2:14][CH:15]3[CH2:16][CH2:17][O:18][CH2:19][CH2:20]3)=[CH:9][CH:8]=2)(=[O:5])=[O:6])[CH2:2][CH2:3]1, predict the reactants needed to synthesize it. The reactants are: [CH:1]1([S:4]([C:7]2[CH:12]=[CH:11][C:10]([CH:13]([C:21]3[NH:22][C:23]([C:26]4[CH:31]=[CH:30][CH:29]=[CH:28][N:27]=4)=[CH:24][N:25]=3)[CH2:14][CH:15]3[CH2:20][CH2:19][O:18][CH2:17][CH2:16]3)=[CH:9][CH:8]=2)(=[O:6])=[O:5])[CH2:3][CH2:2]1.[Xe](F)[F:33].C(=O)([O-])O.[Na+]. (5) Given the product [NH2:25][C:22]1[CH:23]=[C:24]2[C:19](=[CH:20][CH:21]=1)[NH:18][CH:17]=[C:16]2[CH:13]1[CH2:14][CH2:15][CH:11]([N:3]([CH2:1][CH3:2])[C:4](=[O:10])[O:5][C:6]([CH3:7])([CH3:8])[CH3:9])[CH2:12]1, predict the reactants needed to synthesize it. The reactants are: [CH2:1]([N:3]([CH:11]1[CH2:15][CH2:14][CH:13]([C:16]2[C:24]3[C:19](=[CH:20][CH:21]=[C:22]([N+:25]([O-])=O)[CH:23]=3)[NH:18][CH:17]=2)[CH2:12]1)[C:4](=[O:10])[O:5][C:6]([CH3:9])([CH3:8])[CH3:7])[CH3:2].O.NN.